This data is from CYP1A2 inhibition data for predicting drug metabolism from PubChem BioAssay. The task is: Regression/Classification. Given a drug SMILES string, predict its absorption, distribution, metabolism, or excretion properties. Task type varies by dataset: regression for continuous measurements (e.g., permeability, clearance, half-life) or binary classification for categorical outcomes (e.g., BBB penetration, CYP inhibition). Dataset: cyp1a2_veith. (1) The molecule is c1ccc(CN2CCCC3(CCNCC3)C2)cc1. The result is 0 (non-inhibitor). (2) The compound is CCOc1ccccc1/C=N/NC(=O)Cc1csc(Nc2cccc(C(F)(F)F)c2)n1. The result is 1 (inhibitor). (3) The molecule is CN1CCC[C@H](OC(=O)[C@](O)(c2ccccc2)C2CCCC2)C1. The result is 0 (non-inhibitor). (4) The molecule is CCC/C=C(\CCC)C(NS(=O)(=O)c1cccs1)c1ccc(C(=O)OC)cc1. The result is 1 (inhibitor). (5) The compound is O=P(O)(COc1ccccc1)COc1ccccc1. The result is 0 (non-inhibitor). (6) The drug is COc1ccccc1NC(=S)NNC(=O)c1c(Cl)c(C)nn1C. The result is 0 (non-inhibitor).